The task is: Predict the reaction yield, written as a fraction of the theoretical maximum amount of product (1.0 means a 100% yield; for example, 0.34 means a 34% yield).. This data is from Reaction yield outcomes from USPTO patents with 853,638 reactions. (1) The reactants are [F:1][C:2]([F:28])([F:27])[C:3]1[CH:8]=[CH:7][C:6]([C:9]2[C:10]([C:15]([NH:17][C:18]3[CH:19]=[N:20][CH:21]=[C:22]([CH:26]=3)[C:23]([OH:25])=O)=[O:16])=[CH:11][CH:12]=[CH:13][CH:14]=2)=[CH:5][CH:4]=1.[CH3:29][C:30]1[CH:34]=[C:33]([C:35]2[CH:40]=[CH:39][CH:38]=[CH:37][CH:36]=2)[N:32]([C:41]2[CH:48]=[CH:47][C:44]([CH2:45][NH2:46])=[CH:43][CH:42]=2)[N:31]=1.CN(C(ON1N=NC2C=CC=CC1=2)=[N+](C)C)C.[B-](F)(F)(F)F.C(N(C(C)C)C(C)C)C. The catalyst is CN(C)C=O.ClCCl.C(O)C. The product is [CH3:29][C:30]1[CH:34]=[C:33]([C:35]2[CH:36]=[CH:37][CH:38]=[CH:39][CH:40]=2)[N:32]([C:41]2[CH:42]=[CH:43][C:44]([CH2:45][NH:46][C:23](=[O:25])[C:22]3[CH:26]=[C:18]([NH:17][C:15]([C:10]4[C:9]([C:6]5[CH:7]=[CH:8][C:3]([C:2]([F:27])([F:1])[F:28])=[CH:4][CH:5]=5)=[CH:14][CH:13]=[CH:12][CH:11]=4)=[O:16])[CH:19]=[N:20][CH:21]=3)=[CH:47][CH:48]=2)[N:31]=1. The yield is 0.320. (2) The reactants are [F:1][C:2]([F:34])([F:33])[C:3]([N:5]([C@H:7]1[CH2:16][CH2:15][C:14]2[C:9](=[C:10]([O:31]C)[CH:11]=[CH:12][C:13]=2[S:17]([NH:20][C:21]2[CH:26]=[CH:25][C:24]([C:27]([F:30])([F:29])[F:28])=[CH:23][CH:22]=2)(=[O:19])=[O:18])[CH2:8]1)[CH3:6])=[O:4].B(Br)(Br)Br. The catalyst is ClCCl. The product is [F:34][C:2]([F:1])([F:33])[C:3]([N:5]([C@H:7]1[CH2:16][CH2:15][C:14]2[C:9](=[C:10]([OH:31])[CH:11]=[CH:12][C:13]=2[S:17]([NH:20][C:21]2[CH:26]=[CH:25][C:24]([C:27]([F:28])([F:30])[F:29])=[CH:23][CH:22]=2)(=[O:19])=[O:18])[CH2:8]1)[CH3:6])=[O:4]. The yield is 0.600. (3) The reactants are [CH2:1]([C:8]([CH2:17][CH2:18][CH2:19][CH2:20][CH2:21][CH2:22][C:23]([F:29])([F:28])[C:24]([F:27])([F:26])[F:25])(C(OC)=O)[C:9]([O:11][CH3:12])=[O:10])[CH2:2][CH2:3][CH2:4][CH2:5][CH:6]=[CH2:7].O.[Cl-].[Li+].CCCCCC.C(OCC)(=O)C. The catalyst is CS(C)=O. The product is [F:28][C:23]([F:29])([C:24]([F:25])([F:26])[F:27])[CH2:22][CH2:21][CH2:20][CH2:19][CH2:18][CH2:17][CH:8]([CH2:1][CH2:2][CH2:3][CH2:4][CH2:5][CH:6]=[CH2:7])[C:9]([O:11][CH3:12])=[O:10]. The yield is 0.554. (4) The reactants are [NH2:1][C:2]1[CH:7]=[C:6]([CH2:8]O)[N:5]=[C:4]([C:10]([O:12][CH3:13])=[O:11])[C:3]=1[Cl:14].S(Cl)([Cl:17])=O. The catalyst is ClCCCl. The product is [NH2:1][C:2]1[CH:7]=[C:6]([CH2:8][Cl:17])[N:5]=[C:4]([C:10]([O:12][CH3:13])=[O:11])[C:3]=1[Cl:14]. The yield is 0.540. (5) The reactants are [H-].[Na+].[Cl:3][CH:4]([C:9]([CH3:11])=[O:10])[C:5]([O:7][CH3:8])=[O:6].[Li]CCCC.[CH:17]1([C:22](=[O:35])[CH2:23][CH2:24][C:25]2[CH:30]=[CH:29][C:28]([CH:31]([F:33])[F:32])=[C:27]([F:34])[CH:26]=2)[CH2:21][CH2:20][CH2:19][CH2:18]1.[NH4+].[Cl-]. The catalyst is C1COCC1.C(OCC)(=O)C. The product is [Cl:3][CH:4]([C:9](=[O:10])[CH2:11][C:22]([CH:17]1[CH2:21][CH2:20][CH2:19][CH2:18]1)([OH:35])[CH2:23][CH2:24][C:25]1[CH:30]=[CH:29][C:28]([CH:31]([F:32])[F:33])=[C:27]([F:34])[CH:26]=1)[C:5]([O:7][CH3:8])=[O:6]. The yield is 0.560. (6) The reactants are [C:1]12[C:7](=[CH:8][CH:9]=[CH:10][CH:11]=1)[NH:6]C(=O)[O:4][C:2]2=O.[CH3:13][NH:14][CH2:15][CH2:16][C:17]#[N:18].O. The catalyst is CN(C)C=O. The product is [NH2:6][C:7]1[CH:8]=[CH:9][CH:10]=[CH:11][C:1]=1[C:2]([N:14]([CH2:15][CH2:16][C:17]#[N:18])[CH3:13])=[O:4]. The yield is 1.00. (7) The reactants are [Br:1][C:2]1[C:3]([I:25])=[C:4]2[N:10]=[C:9]([C:11]3[CH:16]=[CH:15][C:14]([C:17]([N:19]4[CH2:24][CH2:23][O:22][CH2:21][CH2:20]4)=O)=[CH:13][CH:12]=3)[NH:8][C:5]2=[N:6][CH:7]=1.B.CO. The catalyst is C1COCC1. The product is [Br:1][C:2]1[C:3]([I:25])=[C:4]2[N:10]=[C:9]([C:11]3[CH:12]=[CH:13][C:14]([CH2:17][N:19]4[CH2:20][CH2:21][O:22][CH2:23][CH2:24]4)=[CH:15][CH:16]=3)[NH:8][C:5]2=[N:6][CH:7]=1. The yield is 0.100.